This data is from Reaction yield outcomes from USPTO patents with 853,638 reactions. The task is: Predict the reaction yield, written as a fraction of the theoretical maximum amount of product (1.0 means a 100% yield; for example, 0.34 means a 34% yield). (1) The product is [OH:1][C@@:2]1([C:9]#[C:10][C:11]2[CH:12]=[C:13]([C:17]3[N:22]=[C:21]([C:23]([NH2:35])=[O:25])[CH:20]=[C:19]([C:28]4[CH:29]=[N:30][C:31]([CH3:34])=[CH:32][CH:33]=4)[CH:18]=3)[CH:14]=[CH:15][CH:16]=2)[CH2:6][CH2:5][N:4]([CH3:7])[C:3]1=[O:8]. The reactants are [OH:1][C@@:2]1([C:9]#[C:10][C:11]2[CH:12]=[C:13]([C:17]3[N:22]=[C:21]([C:23]([O:25]CC)=O)[CH:20]=[C:19]([C:28]4[CH:29]=[N:30][C:31]([CH3:34])=[CH:32][CH:33]=4)[CH:18]=3)[CH:14]=[CH:15][CH:16]=2)[CH2:6][CH2:5][N:4]([CH3:7])[C:3]1=[O:8].[NH3:35]. No catalyst specified. The yield is 0.550. (2) The reactants are [O-:1]CC.[Na+].[CH2:5]([O:7][C:8]([C:10]1[C:15](=[O:16])[N:14](CC2C=CC=C(F)C=2)[C:13]2[CH:25]=[CH:26][S:27][C:12]=2[C:11]=1N1CCNCC1)=[O:9])[CH3:6]. The catalyst is C(O)C. The product is [CH2:5]([O:7][C:8]([C:10]1[C:15](=[O:16])[NH:14][C:13]2[C:25]([C:11]=1[OH:1])=[CH:26][S:27][CH:12]=2)=[O:9])[CH3:6]. The yield is 0.570. (3) The reactants are [CH2:1]([O:8][C:9]1[CH:14]=[CH:13][C:12]([C:15](=[O:21])[CH2:16][CH2:17][C:18]([OH:20])=[O:19])=[C:11]([CH3:22])[CH:10]=1)[C:2]1[CH:7]=[CH:6][CH:5]=[CH:4][CH:3]=1.OS(O)(=O)=O.[CH3:28][CH2:29]O. No catalyst specified. The product is [CH2:28]([O:19][C:18](=[O:20])[CH2:17][CH2:16][C:15]([C:12]1[CH:13]=[CH:14][C:9]([O:8][CH2:1][C:2]2[CH:3]=[CH:4][CH:5]=[CH:6][CH:7]=2)=[CH:10][C:11]=1[CH3:22])=[O:21])[CH3:29]. The yield is 0.710. (4) The yield is 0.0840. The reactants are [F:1][C:2]([F:18])([F:17])[CH2:3][NH:4][CH:5]1[CH2:11][CH2:10][C:9]2[CH:12]=[C:13]([NH2:16])[CH:14]=[CH:15][C:8]=2[CH2:7][CH2:6]1.[CH3:19][C:20]1(C)[C@]2(CS(O)(=O)=O)C(C[C@H]1CC2)=O.Cl[C:35]1[N:40]=[C:39]([NH:41][C:42]2[CH:47]=[CH:46][C:45]([N:48]3[CH2:53][CH2:52][O:51][CH2:50][CH2:49]3)=[CH:44][C:43]=2OC)[C:38]([Cl:56])=[CH:37][N:36]=1.C(O)(C(F)(F)F)=O. No catalyst specified. The product is [Cl:56][C:38]1[C:39]([NH:41][C:42]2[CH:47]=[CH:46][C:45]([N:48]3[CH2:53][CH2:52][O:51][CH2:50][CH2:49]3)=[CH:44][C:43]=2[CH2:19][CH3:20])=[N:40][C:35]([NH:16][C:13]2[CH:14]=[CH:15][C:8]3[CH2:7][CH2:6][CH:5]([NH:4][CH2:3][C:2]([F:17])([F:18])[F:1])[CH2:11][CH2:10][C:9]=3[CH:12]=2)=[N:36][CH:37]=1. (5) The reactants are [N:1]1([C:7]2[CH:14]=[CH:13][C:10]([CH:11]=O)=[CH:9][CH:8]=2)[CH2:6][CH2:5][O:4][CH2:3][CH2:2]1.[OH-:15].[K+].[CH:17](Br)(Br)Br.[OH-:21].[K+].[CH3:23][OH:24]. The catalyst is CO.O1CCOCC1. The product is [CH3:17][O:15][CH:11]([C:10]1[CH:13]=[CH:14][C:7]([N:1]2[CH2:6][CH2:5][O:4][CH2:3][CH2:2]2)=[CH:8][CH:9]=1)[C:23]([OH:24])=[O:21]. The yield is 0.580. (6) The reactants are [H-].[Al+3].[Li+].[CH3:4][O:5][C:6]1[CH:11]=[CH:10][CH:9]=[CH:8][C:7]=1[CH2:12][CH2:13][OH:14].[H-].[H-].[H-].COC(=O)CC1C=CC=CC=1OC.[OH-].[Na+]. The catalyst is O1CCCC1. The product is [CH3:4][O:5][C:6]1[CH:11]=[CH:10][CH:9]=[CH:8][C:7]=1[CH2:12][CH2:13][OH:14]. The yield is 0.570. (7) The reactants are [CH3:1][O:2][C:3](=[O:39])[CH2:4][CH2:5][CH:6]([N:14]([CH2:21][C:22]1[N:23]=[C:24]2[C:29](=[N:30][CH:31]=1)[N:28]=[C:27]([NH:32][C:33](=[O:37])[CH:34]([CH3:36])[CH3:35])[NH:26][C:25]2=[O:38])[C:15](=[O:20])[C:16]([F:19])([F:18])[F:17])[C:7]([O:9]C(C)(C)C)=[O:8]. The catalyst is C(O)(C(F)(F)F)=O.ClCCl. The product is [CH3:1][O:2][C:3](=[O:39])[CH2:4][CH2:5][CH:6]([N:14]([CH2:21][C:22]1[N:23]=[C:24]2[C:29](=[N:30][CH:31]=1)[N:28]=[C:27]([NH:32][C:33](=[O:37])[CH:34]([CH3:35])[CH3:36])[NH:26][C:25]2=[O:38])[C:15](=[O:20])[C:16]([F:19])([F:18])[F:17])[C:7]([OH:9])=[O:8]. The yield is 0.960. (8) The reactants are Br[CH2:2][C:3]1[O:4][C:5]2[CH:11]=[C:10]([C:12]([O:14][CH2:15][CH3:16])=[O:13])[CH:9]=[C:8]([O:17][C:18]3[CH:23]=[CH:22][C:21]([S:24]([CH3:27])(=[O:26])=[O:25])=[CH:20][CH:19]=3)[C:6]=2[CH:7]=1.CS(C)=[O:30]. No catalyst specified. The product is [CH:2]([C:3]1[O:4][C:5]2[CH:11]=[C:10]([C:12]([O:14][CH2:15][CH3:16])=[O:13])[CH:9]=[C:8]([O:17][C:18]3[CH:23]=[CH:22][C:21]([S:24]([CH3:27])(=[O:26])=[O:25])=[CH:20][CH:19]=3)[C:6]=2[CH:7]=1)=[O:30]. The yield is 0.840.